Dataset: Forward reaction prediction with 1.9M reactions from USPTO patents (1976-2016). Task: Predict the product of the given reaction. (1) Given the reactants [CH3:1][O:2][C:3]1[CH:4]=[C:5]([CH:9]=[C:10]([O:13][CH3:14])[C:11]=1[CH3:12])[C:6]([OH:8])=O.C(Cl)(=O)C(Cl)=O.Cl.[CH3:22][NH:23][O:24][CH3:25], predict the reaction product. The product is: [CH3:25][O:24][N:23]([CH3:22])[C:6](=[O:8])[C:5]1[CH:9]=[C:10]([O:13][CH3:14])[C:11]([CH3:12])=[C:3]([O:2][CH3:1])[CH:4]=1. (2) Given the reactants [CH3:1][O:2][CH2:3][CH2:4][O:5][C:6]1[CH:7]=[C:8]2[C:20]([NH:21][C:22]3[CH:23]=[CH:24][CH:25]=[C:26]([C:28]#[CH:29])[CH:27]=3)=[N:19][CH:18]=[N:17][C:9]2=[CH:10][C:11]=1[O:12][CH2:13][CH2:14][O:15][CH3:16].N#N.C(Cl)[Cl:33], predict the reaction product. The product is: [C:28]([C:26]1[CH:25]=[CH:24][C:23]([Cl:33])=[C:22]([NH:21][C:20]2[C:8]3[C:9](=[CH:10][C:11]([O:12][CH2:13][CH2:14][O:15][CH3:16])=[C:6]([O:5][CH2:4][CH2:3][O:2][CH3:1])[CH:7]=3)[N:17]=[CH:18][N:19]=2)[CH:27]=1)#[CH:29]. (3) The product is: [CH2:1]([O:3][C:4](=[O:20])[CH2:5][CH:6]([N:10]1[C:14]2[CH:15]=[CH:16][CH:17]=[CH:18][C:13]=2[N:12]([CH2:32][C:24]2[CH:23]=[C:22]([CH3:21])[N:30]3[C:25]=2[C:26]([CH3:31])=[CH:27][CH:28]=[CH:29]3)[C:11]1=[O:19])[CH2:7][CH2:8][CH3:9])[CH3:2]. Given the reactants [CH2:1]([O:3][C:4](=[O:20])[CH2:5][CH:6]([N:10]1[C:14]2[CH:15]=[CH:16][CH:17]=[CH:18][C:13]=2[NH:12][C:11]1=[O:19])[CH2:7][CH2:8][CH3:9])[CH3:2].[CH3:21][C:22]1[N:30]2[C:25]([C:26]([CH3:31])=[CH:27][CH:28]=[CH:29]2)=[C:24]([CH2:32][N+](C)(C)C)[CH:23]=1.[I-].C([O-])([O-])=O.[K+].[K+], predict the reaction product.